Regression. Given a peptide amino acid sequence and an MHC pseudo amino acid sequence, predict their binding affinity value. This is MHC class I binding data. From a dataset of Peptide-MHC class I binding affinity with 185,985 pairs from IEDB/IMGT. (1) The peptide sequence is STTGEWPLI. The MHC is HLA-A68:02 with pseudo-sequence HLA-A68:02. The binding affinity (normalized) is 0.408. (2) The peptide sequence is YMDLSYHGVT. The MHC is HLA-A02:01 with pseudo-sequence HLA-A02:01. The binding affinity (normalized) is 0.589. (3) The peptide sequence is AELIDSFTW. The MHC is HLA-A80:01 with pseudo-sequence HLA-A80:01. The binding affinity (normalized) is 0.0847. (4) The peptide sequence is ISQHNYRPGY. The MHC is HLA-A30:02 with pseudo-sequence HLA-A30:02. The binding affinity (normalized) is 0.591. (5) The peptide sequence is IEAGDEVFF. The MHC is HLA-B18:01 with pseudo-sequence HLA-B18:01. The binding affinity (normalized) is 0.630. (6) The peptide sequence is HMWNFISGI. The MHC is HLA-A02:06 with pseudo-sequence HLA-A02:06. The binding affinity (normalized) is 0.427.